From a dataset of Full USPTO retrosynthesis dataset with 1.9M reactions from patents (1976-2016). Predict the reactants needed to synthesize the given product. Given the product [CH3:1][O:2][C:3]1[CH:4]=[C:5]([C:11]([CH3:18])([CH3:17])[C:12]([NH:20][NH2:21])=[O:13])[CH:6]=[CH:7][C:8]=1[O:9][CH3:10], predict the reactants needed to synthesize it. The reactants are: [CH3:1][O:2][C:3]1[CH:4]=[C:5]([C:11]([CH3:18])([CH3:17])[C:12](OCC)=[O:13])[CH:6]=[CH:7][C:8]=1[O:9][CH3:10].O.[NH2:20][NH2:21].